Dataset: Reaction yield outcomes from USPTO patents with 853,638 reactions. Task: Predict the reaction yield, written as a fraction of the theoretical maximum amount of product (1.0 means a 100% yield; for example, 0.34 means a 34% yield). (1) The reactants are [CH:1]1(/[CH:6]=[CH:7]/[CH:8]=[O:9])[CH2:5][CH2:4][CH2:3][CH2:2]1.FC(F)(F)C1C=C(C(C2C=C(C(F)(F)F)C=C(C(F)(F)F)C=2)(O[Si](C(C)(C)C)(C)C)[C@H]2CCCN2)C=C(C(F)(F)F)C=1.[N+](C1C=CC(C(O)=O)=CC=1)([O-])=O.C1(C)C=CC=CC=1.[Br:71][C:72]1[CH:73]=[N:74][NH:75][CH:76]=1. No catalyst specified. The product is [Br:71][C:72]1[CH:73]=[N:74][N:75]([C@@H:6]([CH:1]2[CH2:5][CH2:4][CH2:3][CH2:2]2)[CH2:7][CH:8]=[O:9])[CH:76]=1. The yield is 0.850. (2) The reactants are [F:1][C:2]1[C:3]([CH3:14])=[CH:4][C:5]2[C:9]([CH3:11])([CH3:10])[O:8][B:7]([OH:12])[C:6]=2[CH:13]=1.C(OOC(=O)C1C=CC=CC=1)(=[O:22])C1C=CC=CC=1.C1C(=O)N(Br)C(=O)C1.C([O-])([O-])=O.[Na+].[Na+].Cl. The catalyst is C(Cl)(Cl)(Cl)Cl. The product is [F:1][C:2]1[C:3]([CH:14]=[O:22])=[CH:4][C:5]2[C:9]([CH3:10])([CH3:11])[O:8][B:7]([OH:12])[C:6]=2[CH:13]=1. The yield is 0.910. (3) The reactants are [Si:1]([O:8][CH2:9][CH2:10][N:11]1[CH:15]=[CH:14][C:13]([NH2:16])=[N:12]1)([C:4]([CH3:7])([CH3:6])[CH3:5])([CH3:3])[CH3:2].Br[C:18]1[C:19](=[O:26])[N:20]([CH3:25])[CH:21]=[C:22]([Br:24])[CH:23]=1.CC1(C)C2C(=C(P(C3C=CC=CC=3)C3C=CC=CC=3)C=CC=2)OC2C(P(C3C=CC=CC=3)C3C=CC=CC=3)=CC=CC1=2.C([O-])([O-])=O.[Cs+].[Cs+]. The catalyst is O1CCOCC1.C1C=CC(/C=C/C(/C=C/C2C=CC=CC=2)=O)=CC=1.C1C=CC(/C=C/C(/C=C/C2C=CC=CC=2)=O)=CC=1.C1C=CC(/C=C/C(/C=C/C2C=CC=CC=2)=O)=CC=1.[Pd].[Pd]. The product is [Br:24][C:22]1[CH:23]=[C:18]([NH:16][C:13]2[CH:14]=[CH:15][N:11]([CH2:10][CH2:9][O:8][Si:1]([C:4]([CH3:7])([CH3:5])[CH3:6])([CH3:3])[CH3:2])[N:12]=2)[C:19](=[O:26])[N:20]([CH3:25])[CH:21]=1. The yield is 0.380. (4) The yield is 0.790. The product is [F:1][C:2]1[CH:7]=[C:6]([F:8])[CH:5]=[CH:4][C:3]=1[C:9]1[CH:14]=[CH:13][C:12]([S:15]([NH:18][C@H:19]2[CH2:20][CH2:21][C@@H:22]([NH:25][CH2:26][C:27]([F:29])([F:30])[F:28])[CH2:23][CH2:24]2)(=[O:16])=[O:17])=[CH:11][CH:10]=1. The catalyst is C1COCC1. The reactants are [F:1][C:2]1[CH:7]=[C:6]([F:8])[CH:5]=[CH:4][C:3]=1[C:9]1[CH:14]=[CH:13][C:12]([S:15]([NH:18][CH:19]2[CH2:24][CH2:23][CH:22]([NH:25][C:26](=O)[C:27]([F:30])([F:29])[F:28])[CH2:21][CH2:20]2)(=[O:17])=[O:16])=[CH:11][CH:10]=1.B.C1COCC1.[NH4+].[Cl-].O. (5) The yield is 1.00. The reactants are [Cl:1][C:2]1[CH:7]=[CH:6][C:5]([C:8]2[CH:13]=[CH:12][N:11]([CH2:14][CH2:15][C@@:16]([CH3:24])([S:20]([CH3:23])(=[O:22])=[O:21])[C:17](O)=[O:18])[C:10](=[O:25])[CH:9]=2)=[C:4]([F:26])[C:3]=1[F:27].CN1CCOCC1.ClC1N=C(OC)N=C(OC)N=1.[O:46]1[CH2:51][CH2:50][CH2:49][CH2:48][CH:47]1[O:52][NH2:53]. No catalyst specified. The product is [Cl:1][C:2]1[CH:7]=[CH:6][C:5]([C:8]2[CH:13]=[CH:12][N:11]([CH2:14][CH2:15][C@@:16]([CH3:24])([S:20]([CH3:23])(=[O:21])=[O:22])[C:17]([NH:53][O:52][CH:47]3[CH2:48][CH2:49][CH2:50][CH2:51][O:46]3)=[O:18])[C:10](=[O:25])[CH:9]=2)=[C:4]([F:26])[C:3]=1[F:27].